This data is from Experimentally validated miRNA-target interactions with 360,000+ pairs, plus equal number of negative samples. The task is: Binary Classification. Given a miRNA mature sequence and a target amino acid sequence, predict their likelihood of interaction. (1) The miRNA is hsa-miR-1914-5p with sequence CCCUGUGCCCGGCCCACUUCUG. The protein sequence of the target gene is MESNYSIHLNGSEVVVYDSTISRVLWILSMVVVSITFFLGVLGNGLVIWVAGFRMPHTVTTIWYLNLALADFSFTATLPFLLVEMAMKEKWPFGWFLCKLVHIVVDVNLFGSVFLIALIALDRCICVLHPVWAQNHRTVSLARKVVVGPWIFALILTLPIFIFLTTVRIPGGDVYCTFNFGSWAQTDEEKLNTAITFVTTRGIIRFLIGFSMPMSIVAVCYGLIAVKINRRNLVNSSRPLRVLTAVVASFFICWFPFQLVALLGTVWFKETLLSGSYKILDMFVNPTSSLAYFNSCLNPM.... Result: 0 (no interaction). (2) The miRNA is hsa-miR-5584-5p with sequence CAGGGAAAUGGGAAGAACUAGA. The protein sequence of the target gene is MSLVDLGKKLLEAARAGQDDEVRILMANGAPFTTDWLGTSPLHLAAQYGHFSTTEVLLRAGVSRDARTKVDRTPLHMAASEGHANIVEVLLKHGADVNAKDMLKMTALHWATEHNHQEVVELLIKYGADVHTQSKFCKTAFDISIDNGNEDLAEILQIAMQNQINTNPESPDTVTIHAATPQFIIGPGGVVNLTDETGVSAVQFGNSSTSVLATLAALAEASAPLSNSSETPVVATEEVVTAESVDGAIQQVVSSGGQQVITIVTDGIQLGNLHSIPTSGMGQPIIVTMPDGQQVLTVPA.... Result: 0 (no interaction). (3) The miRNA is mmu-miR-1894-5p with sequence CUCUCCCCUACCACCUGCCUCU. The protein sequence of the target gene is MDGSGPFSCPICLEPLREPVTLPCGHNFCLACLGALWPHRGASGAGGPGGAARCPLCQEPFPDGLQLRKNHTLSELLQLRQGSGPGSGPGPAPALAPEPSAPSALPSVPEPSAPCAPEPWPAGEEPVRCDACPEGAALPAALSCLSCLASFCPAHLGPHERSPALRGHRLVPPLRRLEESLCPRHLRPLERYCRAERVCLCEACAAQEHRGHELVPLEQERALQEAEQSKVLSAVEDRMDELGAGIAQSRRTVALIKSAAVAERERVSRLFADAAAALQGFQTQVLGFIEEGEAAMLGRS.... Result: 0 (no interaction). (4) The miRNA is hsa-miR-3166 with sequence CGCAGACAAUGCCUACUGGCCUA. The protein sequence of the target gene is MAAAAGAVVASAASGPAEGKKITELRVIDLRSELKRRNLDINGVKTVLVSRLKQAIEEEGGDPDNIELTVSTDTPNKKPTKGKGKKQEADELSGDASVEDDSFVKDCELENQETHDQDGNEELKDLEEFGENEEEIVHSQELLSTEENKTTQEFVEAEAIEDREKEDIESQETEAQEGEDDTFLTAQDGEEEENEKDIAGSGDGTQEVSKPLPSEGSLAEADHTAHEEMEANATGKEAEDDNISVTIQAEDAITLDFDGDDLLETGKNVKITDSEASKPKDVQDAIAQSPEKEAKDYEMN.... Result: 0 (no interaction). (5) The miRNA is hsa-miR-148b-5p with sequence AAGUUCUGUUAUACACUCAGGC. The protein sequence of the target gene is MVSQVLQLLRQGVWAALTGGWYHDPEQSKFTNSCHLYLWLFLLLLPLALHLAFPPNAIIVFFYCSAVTIFFTIIKLVSYRLHLMFDKGEVIQQKPSRKEEKPNKDKEAKGEHITNHRNPSNNRQIHNGKKEEASRNLSTPPLRCSSRGQSITSHHSSGPLELSAQETVEDLKGVILLEDHPIAPVSSTSPGIKVESLPASQAHMLETTTKSVIPVKPVATETLINGKGKERGGKGQPPLRHRSEGGLVDKGPLKKLPHLSLSQYDLLETDVSFQPWGSENSVLIPEPVSCPRGSIRERVQ.... Result: 1 (interaction). (6) The miRNA is mmu-miR-346-3p with sequence AGGCAGGGGCUGGGCCUGCAGC. The protein sequence of the target gene is MPPRRSIVEVKVLDVQKRRVPNKHYVYIIRVTWSSGATEAIYRRYSKFFDLQMQMLDKFPMEGGQKDPKQRIIPFLPGKILFRRSHIRDVAVKRLIPIDEYCKALIQLPPYISQCDEVLQFFETRPEDLNPPKEEHIGKKKSGNDPTSVDPMVLEQYVVVADYQKQESSEISLSVGQVVDIIEKNESGWWFVSTAEEQGWVPATCLEGQDGVQDEFSLQPEEEEKYTVIYPYTARDQDEMNLERGAVVEVVQKNLEGWWKIRYQGKEGWAPASYLKKNSGEPLPPKLGPSSPAHSGALDL.... Result: 0 (no interaction).